Dataset: Full USPTO retrosynthesis dataset with 1.9M reactions from patents (1976-2016). Task: Predict the reactants needed to synthesize the given product. (1) Given the product [CH:2]([C:6]1[CH:7]=[C:8]([CH:12]([S:20][CH2:21][CH2:22][CH2:23][C:24]2[CH:29]=[CH:28][CH:27]=[CH:26][C:25]=2[C:30]([OH:33])([CH3:31])[CH3:32])[C:13]2([CH2:16][C:17]([OH:19])=[O:18])[CH2:14][CH2:15]2)[CH:9]=[CH:10][CH:11]=1)=[O:1], predict the reactants needed to synthesize it. The reactants are: [O:1]1CCO[CH:2]1[C:6]1[CH:7]=[C:8]([CH:12]([S:20][CH2:21][CH2:22][CH2:23][C:24]2[CH:29]=[CH:28][CH:27]=[CH:26][C:25]=2[C:30]([OH:33])([CH3:32])[CH3:31])[C:13]2([CH2:16][C:17]([OH:19])=[O:18])[CH2:15][CH2:14]2)[CH:9]=[CH:10][CH:11]=1.C1(C)C=CC(S(O)(=O)=O)=CC=1. (2) Given the product [CH3:22][C:21]1[CH:20]=[C:19]([N:23]2[C:27]([CH3:28])([CH3:29])[C:26](=[O:30])[NH:25][C:24]2=[O:31])[CH:18]=[C:17]([CH3:32])[C:16]=1/[CH:15]=[CH:14]/[S:11]([N:8]1[CH2:7][CH2:6][C:5](=[O:4])[CH2:10][CH2:9]1)(=[O:13])=[O:12], predict the reactants needed to synthesize it. The reactants are: O1[C:5]2([CH2:10][CH2:9][N:8]([S:11](/[CH:14]=[CH:15]/[C:16]3[C:21]([CH3:22])=[CH:20][C:19]([N:23]4[C:27]([CH3:29])([CH3:28])[C:26](=[O:30])[NH:25][C:24]4=[O:31])=[CH:18][C:17]=3[CH3:32])(=[O:13])=[O:12])[CH2:7][CH2:6]2)[O:4]CC1.Cl.[OH-].[Na+]. (3) Given the product [CH3:30][O:31][C:5]1[O:6][C:7]([C:10]2[CH:11]=[CH:12][C:13]3[O:17][CH:16]=[C:15]([C:18]4[CH:19]=[CH:20][C:21]([O:24][C:25]([F:28])([F:26])[F:27])=[CH:22][CH:23]=4)[C:14]=3[CH:29]=2)=[N:8][N:9]=1, predict the reactants needed to synthesize it. The reactants are: CS([C:5]1[O:6][C:7]([C:10]2[CH:11]=[CH:12][C:13]3[O:17][CH:16]=[C:15]([C:18]4[CH:23]=[CH:22][C:21]([O:24][C:25]([F:28])([F:27])[F:26])=[CH:20][CH:19]=4)[C:14]=3[CH:29]=2)=[N:8][N:9]=1)(=O)=O.[CH3:30][OH:31]. (4) The reactants are: [Cl:1][C:2]1[CH:3]=[C:4]([NH:9][C:10](=[O:18])OC2C=CC=CC=2)[CH:5]=[CH:6][C:7]=1[F:8].ClC1N=C(NC(N2CCN3N=CC(C4C=CC(F)=CC=4)=C3C2)=O)C=CC=1F.[CH3:46][CH:47]1[CH2:52][N:51]2[N:53]=[CH:54][C:55]([N:56]3[CH2:60][CH2:59][O:58][C:57]3=[O:61])=[C:50]2[CH2:49][NH:48]1.FC1C=CC(C2C=NN3CCNCC=23)=CC=1. Given the product [Cl:1][C:2]1[CH:3]=[C:4]([NH:9][C:10]([N:48]2[CH:47]([CH3:46])[CH2:52][N:51]3[N:53]=[CH:54][C:55]([N:56]4[CH2:60][CH2:59][O:58][C:57]4=[O:61])=[C:50]3[CH2:49]2)=[O:18])[CH:5]=[CH:6][C:7]=1[F:8], predict the reactants needed to synthesize it. (5) Given the product [CH3:45][S:46]([C:49]1[CH:50]=[C:51]([C:32]2[CH:33]=[CH:34][C:35]3[N:36]([CH:38]=[C:39]([NH:41][C:42](=[O:44])[CH3:43])[N:40]=3)[N:37]=2)[CH:52]=[N:53][CH:54]=1)(=[O:48])=[O:47], predict the reactants needed to synthesize it. The reactants are: CC1C=CC(S(NC2C=C(C3C=CC4N(C=C(NC(=O)C)N=4)N=3)C=CC=2)(=O)=O)=CC=1.Cl[C:32]1[CH:33]=[CH:34][C:35]2[N:36]([CH:38]=[C:39]([NH:41][C:42](=[O:44])[CH3:43])[N:40]=2)[N:37]=1.[CH3:45][S:46]([C:49]1[CH:50]=[C:51](B(O)O)[CH:52]=[N:53][CH:54]=1)(=[O:48])=[O:47]. (6) Given the product [Cl:1][C:2]1[N:3]=[C:4]([NH:11][C@@H:12]2[CH2:13][CH2:14][C@H:15]([NH:18][C:19](=[O:25])[CH:28]=[CH2:29])[CH2:16][CH2:17]2)[C:5]2[CH:10]=[CH:9][S:8][C:6]=2[N:7]=1, predict the reactants needed to synthesize it. The reactants are: [Cl:1][C:2]1[N:3]=[C:4]([NH:11][C@@H:12]2[CH2:17][CH2:16][C@H:15]([NH:18][C:19](=[O:25])OC(C)(C)C)[CH2:14][CH2:13]2)[C:5]2[CH:10]=[CH:9][S:8][C:6]=2[N:7]=1.Cl.O1CCO[CH2:29][CH2:28]1.C(N(CC)CC)C.C(Cl)(=O)C=C. (7) Given the product [C:36]([O:11][CH2:10][CH2:9][C:3]1[CH:8]=[CH:7][CH:6]=[CH:5][CH:4]=1)(=[O:35])[C:37]1[CH:38]=[CH:39][CH:40]=[CH:41][CH:42]=1, predict the reactants needed to synthesize it. The reactants are: [OH-].[K+].[C:3]1([CH2:9][CH2:10][OH:11])[CH:8]=[CH:7][CH:6]=[CH:5][CH:4]=1.[CH2:36]([O:35]P([O:35][CH2:36][CH2:37][CH2:38][CH2:39][CH2:40][CH2:41][CH2:42]C(C)C)[O:35][CH2:36][CH2:37][CH2:38][CH2:39][CH2:40][CH2:41][CH2:42]C(C)C)[CH2:37][CH2:38][CH2:39][CH2:40][CH2:41][CH2:42]C(C)C.